From a dataset of Blood-brain barrier permeability classification from the B3DB database. Regression/Classification. Given a drug SMILES string, predict its absorption, distribution, metabolism, or excretion properties. Task type varies by dataset: regression for continuous measurements (e.g., permeability, clearance, half-life) or binary classification for categorical outcomes (e.g., BBB penetration, CYP inhibition). Dataset: b3db_classification. The drug is COc1cc(Nc2ncc(F)c(Nc3ccc4c(n3)N(COP(=O)(O)O)C(=O)C(C)(C)O4)n2)cc(OC)c1OC. The result is 0 (does not penetrate BBB).